Dataset: Full USPTO retrosynthesis dataset with 1.9M reactions from patents (1976-2016). Task: Predict the reactants needed to synthesize the given product. (1) Given the product [CH3:23][O:24][CH2:25][O:8][C:9]1[C:18]([N+:19]([O-:21])=[O:20])=[C:17]2[C:12]([CH:13]=[CH:14][C:15]([CH3:22])=[N:16]2)=[CH:11][CH:10]=1, predict the reactants needed to synthesize it. The reactants are: C(N(CC)CC)C.[OH:8][C:9]1[C:18]([N+:19]([O-:21])=[O:20])=[C:17]2[C:12]([CH:13]=[CH:14][C:15]([CH3:22])=[N:16]2)=[CH:11][CH:10]=1.[CH3:23][O:24][CH2:25]Cl. (2) Given the product [Cl:23][C:20]1[CH:21]=[CH:22][C:17]([C@@H:14]2[NH:13][CH2:12][C:11]3[CH:10]=[CH:9][C:4]([C:5]([O:7][CH3:8])=[O:6])=[CH:3][C:2]=3[O:16][CH2:15]2)=[CH:18][CH:19]=1, predict the reactants needed to synthesize it. The reactants are: Br[C:2]1[CH:3]=[C:4]([CH:9]=[CH:10][C:11]=1[CH2:12][NH:13][C@@H:14]([C:17]1[CH:22]=[CH:21][C:20]([Cl:23])=[CH:19][CH:18]=1)[CH2:15][OH:16])[C:5]([O:7][CH3:8])=[O:6].C([O-])([O-])=O.[K+].[K+].Cl. (3) Given the product [I:3][C:4]1[C:5]([O:18][CH3:19])=[CH:6][C:7]([N:10]([CH3:20])[C:11](=[O:17])[O:12][C:13]([CH3:14])([CH3:15])[CH3:16])=[N:8][CH:9]=1, predict the reactants needed to synthesize it. The reactants are: [H-].[Na+].[I:3][C:4]1[C:5]([O:18][CH3:19])=[CH:6][C:7]([NH:10][C:11](=[O:17])[O:12][C:13]([CH3:16])([CH3:15])[CH3:14])=[N:8][CH:9]=1.[CH3:20]I. (4) Given the product [NH:23]1[CH:22]=[CH:21][N:20]=[C:19]1[C:2](=[O:1])[CH2:3][C:4]([C:6]1[S:7][C:8]([CH2:11][CH2:12][C:13]2[CH:18]=[CH:17][CH:16]=[CH:15][CH:14]=2)=[CH:9][CH:10]=1)=[O:5], predict the reactants needed to synthesize it. The reactants are: [OH:1][CH:2]([C:19]1[NH:20][CH:21]=[CH:22][N:23]=1)[CH2:3][C:4]([C:6]1[S:7][C:8]([CH2:11][CH2:12][C:13]2[CH:18]=[CH:17][CH:16]=[CH:15][CH:14]=2)=[CH:9][CH:10]=1)=[O:5].